Dataset: Peptide-MHC class I binding affinity with 185,985 pairs from IEDB/IMGT. Task: Regression. Given a peptide amino acid sequence and an MHC pseudo amino acid sequence, predict their binding affinity value. This is MHC class I binding data. (1) The peptide sequence is AFYWHFIFR. The MHC is HLA-A68:02 with pseudo-sequence HLA-A68:02. The binding affinity (normalized) is 0.0847. (2) The peptide sequence is TTHHTIPLL. The MHC is HLA-C15:02 with pseudo-sequence HLA-C15:02. The binding affinity (normalized) is 0.0847. (3) The peptide sequence is RFPLTFGW. The MHC is HLA-A29:02 with pseudo-sequence HLA-A29:02. The binding affinity (normalized) is 0. (4) The peptide sequence is FTDNNELEF. The MHC is HLA-B15:17 with pseudo-sequence HLA-B15:17. The binding affinity (normalized) is 0.898. (5) The peptide sequence is RQMRASAPL. The MHC is HLA-A02:01 with pseudo-sequence HLA-A02:01. The binding affinity (normalized) is 0.561.